This data is from Full USPTO retrosynthesis dataset with 1.9M reactions from patents (1976-2016). The task is: Predict the reactants needed to synthesize the given product. Given the product [F:1][C:2]1[CH:3]=[C:4]([CH:13]([NH:17][C:18]([N:20]2[CH2:25][C:24](=[O:26])[NH:23][C:22]3[CH:35]=[C:36]([O:39][CH3:40])[CH:37]=[N:38][C:21]2=3)=[O:19])[CH2:14][O:15][CH3:16])[CH:5]=[CH:6][C:7]=1[N:8]1[CH:9]=[CH:10][CH:11]=[CH:12]1, predict the reactants needed to synthesize it. The reactants are: [F:1][C:2]1[CH:3]=[C:4]([CH:13]([NH:17][C:18]([N:20]2[CH2:25][C:24](=[O:26])[N:23](COCC[Si](C)(C)C)[C:22]3[CH:35]=[C:36]([O:39][CH3:40])[CH:37]=[N:38][C:21]2=3)=[O:19])[CH2:14][O:15][CH3:16])[CH:5]=[CH:6][C:7]=1[N:8]1[CH:12]=[CH:11][CH:10]=[CH:9]1.